This data is from Full USPTO retrosynthesis dataset with 1.9M reactions from patents (1976-2016). The task is: Predict the reactants needed to synthesize the given product. (1) The reactants are: Br[C:2]1[CH:3]=[N:4][CH:5]=[CH:6][C:7]=1[C:8]1([OH:12])[CH2:11][CH2:10][CH2:9]1.[F:13][C:14]1[CH:19]=[CH:18][C:17]([C:20]2[CH:21]=[C:22]3[C:27](=[CH:28][CH:29]=2)[CH:26]=[C:25]([S:30]([O-:32])=[O:31])[CH:24]=[CH:23]3)=[CH:16][CH:15]=1.[Na+]. Given the product [F:13][C:14]1[CH:19]=[CH:18][C:17]([C:20]2[CH:21]=[C:22]3[C:27](=[CH:28][CH:29]=2)[CH:26]=[C:25]([S:30]([C:2]2[CH:3]=[N:4][CH:5]=[CH:6][C:7]=2[C:8]2([OH:12])[CH2:11][CH2:10][CH2:9]2)(=[O:32])=[O:31])[CH:24]=[CH:23]3)=[CH:16][CH:15]=1, predict the reactants needed to synthesize it. (2) Given the product [C:27]([C:23]1[CH:22]=[C:21]([N:18]2[CH2:19][CH2:20][N:15]([C:13]([O:12][C:8]([CH3:9])([CH3:11])[CH3:10])=[O:14])[CH2:16][CH:17]2[C:29](=[O:31])[NH:32][C:33]2[CH:38]=[CH:37][C:36]([N:39]3[CH2:44][CH2:43][CH2:42][CH2:41][C:40]3=[O:45])=[CH:35][CH:34]=2)[CH:26]=[CH:25][CH:24]=1)#[N:28], predict the reactants needed to synthesize it. The reactants are: CN1CCOCC1.[C:8]([O:12][C:13]([N:15]1[CH2:20][CH2:19][N:18]([C:21]2[CH:26]=[CH:25][CH:24]=[C:23]([C:27]#[N:28])[CH:22]=2)[CH:17]([C:29]([OH:31])=O)[CH2:16]1)=[O:14])([CH3:11])([CH3:10])[CH3:9].[NH2:32][C:33]1[CH:38]=[CH:37][C:36]([N:39]2[CH2:44][CH2:43][CH2:42][CH2:41][C:40]2=[O:45])=[CH:35][CH:34]=1.Cl.CN(C)CCCN=C=NCC.O.OC1C2N=NNC=2C=CC=1. (3) Given the product [CH2:1]([O:8][C:9]([N:11]1[CH2:15][C@H:14]([O:16][S:17]([C:20]2[CH:21]=[CH:22][C:23]([CH3:26])=[CH:24][CH:25]=2)(=[O:19])=[O:18])[CH2:13][C@H:12]1[CH2:27][O:28][Si:36]([C:39]([CH3:42])([CH3:41])[CH3:40])([CH3:38])[CH3:37])=[O:10])[C:2]1[CH:3]=[CH:4][CH:5]=[CH:6][CH:7]=1, predict the reactants needed to synthesize it. The reactants are: [CH2:1]([O:8][C:9]([N:11]1[CH2:15][C@H:14]([O:16][S:17]([C:20]2[CH:25]=[CH:24][C:23]([CH3:26])=[CH:22][CH:21]=2)(=[O:19])=[O:18])[CH2:13][C@H:12]1[CH2:27][OH:28])=[O:10])[C:2]1[CH:7]=[CH:6][CH:5]=[CH:4][CH:3]=1.C(N(CC)CC)C.[Si:36](Cl)([C:39]([CH3:42])([CH3:41])[CH3:40])([CH3:38])[CH3:37]. (4) Given the product [Cl:73][C:70]1[CH:69]=[CH:68][C:67]([CH:61]([NH:60][C:48]([C:33]2([NH:32][C:30](=[O:31])[O:29][C:25]([CH3:26])([CH3:27])[CH3:28])[CH2:34][CH2:35][N:36]([C:39]3[C:40]4[CH:47]=[CH:46][NH:45][C:41]=4[N:42]=[CH:43][N:44]=3)[CH2:37][CH2:38]2)=[O:50])[CH2:62][S:63](=[O:64])(=[O:65])[NH2:66])=[CH:72][CH:71]=1, predict the reactants needed to synthesize it. The reactants are: F[P-](F)(F)(F)(F)F.N1(OC(N(C)C)=[N+](C)C)C2N=CC=CC=2N=N1.[C:25]([O:29][C:30]([NH:32][C:33]1([C:48]([OH:50])=O)[CH2:38][CH2:37][N:36]([C:39]2[C:40]3[CH:47]=[CH:46][NH:45][C:41]=3[N:42]=[CH:43][N:44]=2)[CH2:35][CH2:34]1)=[O:31])([CH3:28])([CH3:27])[CH3:26].C(N(C(C)C)C(C)C)C.[NH2:60][CH:61]([C:67]1[CH:72]=[CH:71][C:70]([Cl:73])=[CH:69][CH:68]=1)[CH2:62][S:63]([NH2:66])(=[O:65])=[O:64]. (5) Given the product [CH3:14][C:13]([C:11]1[S:12][C:8]([C:6]2[CH:5]=[CH:4][N:3]=[C:2]([NH:36][CH2:37][CH2:38][S:39]([CH3:42])(=[O:41])=[O:40])[N:7]=2)=[C:9]([C:17]2[CH:18]=[CH:19][C:20]([F:35])=[C:21]([NH:23][S:24]([C:27]3[C:32]([F:33])=[CH:31][CH:30]=[CH:29][C:28]=3[F:34])(=[O:26])=[O:25])[CH:22]=2)[N:10]=1)([CH3:16])[CH3:15], predict the reactants needed to synthesize it. The reactants are: Cl[C:2]1[N:7]=[C:6]([C:8]2[S:12][C:11]([C:13]([CH3:16])([CH3:15])[CH3:14])=[N:10][C:9]=2[C:17]2[CH:18]=[CH:19][C:20]([F:35])=[C:21]([NH:23][S:24]([C:27]3[C:32]([F:33])=[CH:31][CH:30]=[CH:29][C:28]=3[F:34])(=[O:26])=[O:25])[CH:22]=2)[CH:5]=[CH:4][N:3]=1.[NH2:36][CH2:37][CH2:38][S:39]([CH3:42])(=[O:41])=[O:40].